Task: Regression. Given two drug SMILES strings and cell line genomic features, predict the synergy score measuring deviation from expected non-interaction effect.. Dataset: NCI-60 drug combinations with 297,098 pairs across 59 cell lines (1) Drug 1: C1=CC(=CC=C1CCC2=CNC3=C2C(=O)NC(=N3)N)C(=O)NC(CCC(=O)O)C(=O)O. Drug 2: CC1C(C(CC(O1)OC2CC(CC3=C2C(=C4C(=C3O)C(=O)C5=CC=CC=C5C4=O)O)(C(=O)C)O)N)O. Cell line: MCF7. Synergy scores: CSS=49.8, Synergy_ZIP=-3.02, Synergy_Bliss=-11.2, Synergy_Loewe=16.8, Synergy_HSA=1.61. (2) Drug 1: CC1C(C(CC(O1)OC2CC(CC3=C2C(=C4C(=C3O)C(=O)C5=C(C4=O)C(=CC=C5)OC)O)(C(=O)CO)O)N)O.Cl. Drug 2: CN(CC1=CN=C2C(=N1)C(=NC(=N2)N)N)C3=CC=C(C=C3)C(=O)NC(CCC(=O)O)C(=O)O. Cell line: HL-60(TB). Synergy scores: CSS=65.4, Synergy_ZIP=0.0110, Synergy_Bliss=-0.608, Synergy_Loewe=-8.52, Synergy_HSA=-1.15. (3) Drug 1: CC(C1=C(C=CC(=C1Cl)F)Cl)OC2=C(N=CC(=C2)C3=CN(N=C3)C4CCNCC4)N. Drug 2: COC1=CC(=CC(=C1O)OC)C2C3C(COC3=O)C(C4=CC5=C(C=C24)OCO5)OC6C(C(C7C(O6)COC(O7)C8=CC=CS8)O)O. Cell line: UO-31. Synergy scores: CSS=15.1, Synergy_ZIP=-3.60, Synergy_Bliss=-0.453, Synergy_Loewe=1.95, Synergy_HSA=1.54. (4) Drug 1: COC1=CC(=CC(=C1O)OC)C2C3C(COC3=O)C(C4=CC5=C(C=C24)OCO5)OC6C(C(C7C(O6)COC(O7)C8=CC=CS8)O)O. Drug 2: C1=NC2=C(N1)C(=S)N=C(N2)N. Cell line: NCI-H322M. Synergy scores: CSS=19.1, Synergy_ZIP=-8.13, Synergy_Bliss=-1.86, Synergy_Loewe=-6.02, Synergy_HSA=-2.64.